From a dataset of Forward reaction prediction with 1.9M reactions from USPTO patents (1976-2016). Predict the product of the given reaction. (1) Given the reactants [CH3:1][O:2][C:3](=[O:21])[CH:4]([C:6]1[CH:11]=[CH:10][C:9](OS(C(F)(F)F)(=O)=O)=[C:8]([Cl:20])[CH:7]=1)[CH3:5].[CH3:22][C:23]([CH3:27])([CH3:26])[C:24]#[CH:25].C(N(CC)CC)C.O, predict the reaction product. The product is: [CH3:1][O:2][C:3](=[O:21])[CH:4]([C:6]1[CH:11]=[CH:10][C:9]([C:25]#[C:24][C:23]([CH3:27])([CH3:26])[CH3:22])=[C:8]([Cl:20])[CH:7]=1)[CH3:5]. (2) Given the reactants CC1(C)[O:6][CH:5]([CH:7]2[O:11][CH:10]3[O:12][C:13]([CH3:16])([CH3:15])[O:14][CH:9]3[CH:8]2[O:17][CH2:18][C:19]2[CH:24]=[CH:23][CH:22]=[CH:21][CH:20]=2)[CH2:4][O:3]1, predict the reaction product. The product is: [CH3:15][C:13]1([CH3:16])[O:12][C@@H:10]2[C@@H:9]([C@@H:8]([O:17][CH2:18][C:19]3[CH:24]=[CH:23][CH:22]=[CH:21][CH:20]=3)[C@@H:7]([C@H:5]([OH:6])[CH2:4][OH:3])[O:11]2)[O:14]1. (3) Given the reactants [CH2:1]1[C:10]2[C:5](=[CH:6][CH:7]=[CH:8][CH:9]=2)[CH2:4][CH2:3][NH:2]1.C([O-])([O-])=O.[K+].[K+].Br[CH2:18][CH:19]1[CH2:21][O:20]1, predict the reaction product. The product is: [O:20]1[CH2:21][CH:19]1[CH2:18][N:2]1[CH2:3][CH2:4][C:5]2[C:10](=[CH:9][CH:8]=[CH:7][CH:6]=2)[CH2:1]1. (4) Given the reactants [OH:1][C:2]1[CH:9]=[CH:8][C:5]([CH:6]=O)=[CH:4][CH:3]=1.[C:10]1([C:16](=O)[CH2:17][C:18]2[CH:23]=[CH:22][CH:21]=[CH:20][CH:19]=2)[CH:15]=[CH:14][CH:13]=[CH:12][CH:11]=1.[NH2:25][C:26]([NH2:28])=[O:27], predict the reaction product. The product is: [OH:1][C:2]1[CH:9]=[CH:8][C:5]([CH:6]2[C:17]([C:18]3[CH:23]=[CH:22][CH:21]=[CH:20][CH:19]=3)=[C:16]([C:10]3[CH:15]=[CH:14][CH:13]=[CH:12][CH:11]=3)[NH:28][C:26](=[O:27])[NH:25]2)=[CH:4][CH:3]=1. (5) The product is: [F:19][C:20]([F:25])([F:24])[C:21]([OH:23])=[O:22].[NH2:7][C@H:8]([CH3:17])[CH2:9][C:10]([N:11]1[CH2:15][CH2:14][CH2:13][CH2:12]1)=[O:16]. Given the reactants C(OC(=O)[NH:7][C@H:8]([CH3:17])[CH2:9][C:10](=[O:16])[N:11]1[CH2:15][CH2:14][CH2:13][CH2:12]1)(C)(C)C.[F:19][C:20]([F:25])([F:24])[C:21]([OH:23])=[O:22], predict the reaction product.